From a dataset of Forward reaction prediction with 1.9M reactions from USPTO patents (1976-2016). Predict the product of the given reaction. (1) Given the reactants Cl.N[C:3]1[CH:11]=[C:10]([CH2:12][CH2:13][C:14]2[CH:19]=[CH:18][CH:17]=[CH:16][CH:15]=2)[CH:9]=[CH:8][C:4]=1[C:5]([OH:7])=[O:6].N([O-])=O.[Na+].[I-:24].[K+], predict the reaction product. The product is: [I:24][C:3]1[CH:11]=[C:10]([CH2:12][CH2:13][C:14]2[CH:19]=[CH:18][CH:17]=[CH:16][CH:15]=2)[CH:9]=[CH:8][C:4]=1[C:5]([OH:7])=[O:6]. (2) Given the reactants [NH2:1][C:2]1[CH:3]=[CH:4][C:5]([Cl:11])=[C:6]([C:8](=[O:10])[CH3:9])[CH:7]=1.N1C=CC=CC=1.[CH3:18][S:19](Cl)(=[O:21])=[O:20].O, predict the reaction product. The product is: [C:8]([C:6]1[CH:7]=[C:2]([NH:1][S:19]([CH3:18])(=[O:21])=[O:20])[CH:3]=[CH:4][C:5]=1[Cl:11])(=[O:10])[CH3:9]. (3) Given the reactants [N+:1]([C:4]1[CH:12]=[C:11]([S:13]([CH3:16])(=[O:15])=[O:14])[CH:10]=[CH:9][C:5]=1[C:6]([OH:8])=O)([O-:3])=[O:2].[CH3:17][C:18]1[C:19]([NH2:23])=[N:20][O:21][N:22]=1.C(N(CC)CC)C.C(P1(=O)OP(=O)(CCC)OP(=O)(CCC)O1)CC, predict the reaction product. The product is: [CH3:17][C:18]1[C:19]([NH:23][C:6](=[O:8])[C:5]2[CH:9]=[CH:10][C:11]([S:13]([CH3:16])(=[O:15])=[O:14])=[CH:12][C:4]=2[N+:1]([O-:3])=[O:2])=[N:20][O:21][N:22]=1. (4) Given the reactants Br[C:2]1[CH:3]=[C:4]([CH:7]=[O:8])[O:5][CH:6]=1.[C:9]1(/[CH:15]=[CH:16]/B(O)O)[CH:14]=[CH:13][CH:12]=[CH:11][CH:10]=1.ClC1C=CC(CC2C=C(C=O)SC=2)=CC=1, predict the reaction product. The product is: [CH:16](/[C:2]1[CH:3]=[C:4]([CH:7]=[O:8])[O:5][CH:6]=1)=[CH:15]\[C:9]1[CH:14]=[CH:13][CH:12]=[CH:11][CH:10]=1. (5) Given the reactants Cl[C:2]1[N:7]=[C:6]([NH:8][C:9]2[CH:14]=[CH:13][CH:12]=[CH:11][C:10]=2[NH:15][S:16]([CH3:19])(=[O:18])=[O:17])[C:5]([Cl:20])=[CH:4][N:3]=1.[NH2:21][C:22]1[CH:23]=[C:24]([CH:36]=[CH:37][CH:38]=1)[O:25][CH2:26][CH2:27][NH:28]C(=O)OC(C)(C)C.C(O)(C)C.Cl, predict the reaction product. The product is: [NH2:28][CH2:27][CH2:26][O:25][C:24]1[CH:23]=[C:22]([NH:21][C:2]2[N:7]=[C:6]([NH:8][C:9]3[CH:14]=[CH:13][CH:12]=[CH:11][C:10]=3[NH:15][S:16]([CH3:19])(=[O:18])=[O:17])[C:5]([Cl:20])=[CH:4][N:3]=2)[CH:38]=[CH:37][CH:36]=1. (6) Given the reactants Cl[CH2:2][C:3]1[N:4]=[C:5]2[C:10]([NH:11][CH2:12][C:13]3[C:18]([CH3:19])=[CH:17][CH:16]=[CH:15][C:14]=3[CH3:20])=[CH:9][CH:8]=[CH:7][N:6]2[C:21]=1[CH3:22].[CH3:23][OH:24], predict the reaction product. The product is: [CH3:20][C:14]1[CH:15]=[CH:16][CH:17]=[C:18]([CH3:19])[C:13]=1[CH2:12][NH:11][C:10]1[C:5]2[N:6]([C:21]([CH3:22])=[C:3]([CH2:2][O:24][CH3:23])[N:4]=2)[CH:7]=[CH:8][CH:9]=1. (7) Given the reactants [C:1](OC(=O)C)(=[O:3])[CH3:2].[N:8]12[CH2:16][CH2:15][CH:12]([CH2:13][CH2:14]1)[N:11]([C:17]([C:19]1[O:20][C:21]([C:24]3[CH:29]=[CH:28][C:27]([NH2:30])=[CH:26][CH:25]=3)=[CH:22][CH:23]=1)=[O:18])[CH2:10][CH2:9]2.[OH-].[Na+], predict the reaction product. The product is: [N:8]12[CH2:14][CH2:13][CH:12]([CH2:15][CH2:16]1)[N:11]([C:17]([C:19]1[O:20][C:21]([C:24]3[CH:29]=[CH:28][C:27]([NH:30][C:1](=[O:3])[CH3:2])=[CH:26][CH:25]=3)=[CH:22][CH:23]=1)=[O:18])[CH2:10][CH2:9]2. (8) Given the reactants [CH3:1][N:2]1[C:7](=[O:8])[C:6]([C:9]2[CH:14]=[CH:13][CH:12]=[C:11]([C:15]([F:18])([F:17])[F:16])[CH:10]=2)=[C:5]([C:19]2[CH:24]=[CH:23][N:22]=[CH:21][CH:20]=2)[N:4]=[C:3]1[C:25]#N, predict the reaction product. The product is: [CH3:1][N:2]1[C:7](=[O:8])[C:6]([C:9]2[CH:14]=[CH:13][CH:12]=[C:11]([C:15]([F:17])([F:16])[F:18])[CH:10]=2)=[C:5]([C:19]2[CH:20]=[CH:21][N:22]=[CH:23][CH:24]=2)[N:4]=[C:3]1[CH2:25][CH2:6][C:9]1[CH:14]=[CH:13][CH:12]=[CH:11][CH:10]=1. (9) Given the reactants [F:1][C:2]1[CH:7]=[CH:6][C:5]([CH2:8][O:9][C:10]2[CH:15]=[CH:14][C:13]([C:16]([F:19])([F:18])[F:17])=[CH:12][C:11]=2[C:20]2[C:21]([C:26]3[CH:31]=[C:30]([C:32]([O:34]C)=O)[CH:29]=[C:28]([C:36]([OH:38])=[O:37])[CH:27]=3)=[CH:22][CH:23]=[CH:24][CH:25]=2)=[CH:4][CH:3]=1.[CH3:39]N1CCOCC1.O.ON1C2C=CC=CC=2N=N1.Cl.CN(C)CCCC(N=C=N)C.[CH2:69]([NH2:73])[CH:70]([CH3:72])[CH3:71], predict the reaction product. The product is: [F:1][C:2]1[CH:7]=[CH:6][C:5]([CH2:8][O:9][C:10]2[CH:15]=[CH:14][C:13]([C:16]([F:17])([F:19])[F:18])=[CH:12][C:11]=2[C:20]2[C:21]([C:26]3[CH:31]=[C:30]([C:32]([NH:73][CH2:69][CH:70]([CH3:72])[CH3:71])=[O:34])[CH:29]=[C:28]([C:36]([O:38][CH3:39])=[O:37])[CH:27]=3)=[CH:22][CH:23]=[CH:24][CH:25]=2)=[CH:4][CH:3]=1. (10) Given the reactants I[C:2]1[CH:9]=[CH:8][C:7]([C:10]([F:13])([F:12])[F:11])=[CH:6][C:3]=1[C:4]#[N:5].[CH:14]([C:17]1[CH:18]=[CH:19][C:20]([O:26][CH3:27])=[C:21](B(O)O)[CH:22]=1)([CH3:16])[CH3:15].C([O-])([O-])=O.[Na+].[Na+].C(O)C, predict the reaction product. The product is: [CH:14]([C:17]1[CH:18]=[CH:19][C:20]([O:26][CH3:27])=[C:21]([C:2]2[C:3]([C:4]#[N:5])=[CH:6][C:7]([C:10]([F:13])([F:12])[F:11])=[CH:8][CH:9]=2)[CH:22]=1)([CH3:16])[CH3:15].